Dataset: NCI-60 drug combinations with 297,098 pairs across 59 cell lines. Task: Regression. Given two drug SMILES strings and cell line genomic features, predict the synergy score measuring deviation from expected non-interaction effect. (1) Drug 1: C1=CC(=CC=C1C#N)C(C2=CC=C(C=C2)C#N)N3C=NC=N3. Drug 2: CC(C)(C#N)C1=CC(=CC(=C1)CN2C=NC=N2)C(C)(C)C#N. Cell line: A498. Synergy scores: CSS=10.0, Synergy_ZIP=-6.83, Synergy_Bliss=-9.60, Synergy_Loewe=0.678, Synergy_HSA=-3.29. (2) Drug 1: C1=NC2=C(N=C(N=C2N1C3C(C(C(O3)CO)O)F)Cl)N. Drug 2: C1CNP(=O)(OC1)N(CCCl)CCCl. Cell line: MDA-MB-435. Synergy scores: CSS=5.31, Synergy_ZIP=1.52, Synergy_Bliss=-6.29, Synergy_Loewe=3.84, Synergy_HSA=-5.01. (3) Drug 1: CC1=C2C(C(=O)C3(C(CC4C(C3C(C(C2(C)C)(CC1OC(=O)C(C(C5=CC=CC=C5)NC(=O)OC(C)(C)C)O)O)OC(=O)C6=CC=CC=C6)(CO4)OC(=O)C)OC)C)OC. Drug 2: C1=CN(C=N1)CC(O)(P(=O)(O)O)P(=O)(O)O. Cell line: SR. Synergy scores: CSS=46.3, Synergy_ZIP=-8.22, Synergy_Bliss=-18.0, Synergy_Loewe=-28.9, Synergy_HSA=-16.1. (4) Drug 1: CN(C)C1=NC(=NC(=N1)N(C)C)N(C)C. Drug 2: CC12CCC3C(C1CCC2OP(=O)(O)O)CCC4=C3C=CC(=C4)OC(=O)N(CCCl)CCCl.[Na+]. Cell line: SW-620. Synergy scores: CSS=-9.15, Synergy_ZIP=0.647, Synergy_Bliss=-4.05, Synergy_Loewe=-8.26, Synergy_HSA=-7.47. (5) Drug 1: CS(=O)(=O)C1=CC(=C(C=C1)C(=O)NC2=CC(=C(C=C2)Cl)C3=CC=CC=N3)Cl. Drug 2: CS(=O)(=O)OCCCCOS(=O)(=O)C. Cell line: HOP-62. Synergy scores: CSS=4.21, Synergy_ZIP=-3.31, Synergy_Bliss=-3.82, Synergy_Loewe=-5.76, Synergy_HSA=-5.29. (6) Drug 1: C1=CC(=CC=C1CC(C(=O)O)N)N(CCCl)CCCl.Cl. Drug 2: CC1CCC2CC(C(=CC=CC=CC(CC(C(=O)C(C(C(=CC(C(=O)CC(OC(=O)C3CCCCN3C(=O)C(=O)C1(O2)O)C(C)CC4CCC(C(C4)OC)O)C)C)O)OC)C)C)C)OC. Cell line: RXF 393. Synergy scores: CSS=13.4, Synergy_ZIP=-6.42, Synergy_Bliss=-10.3, Synergy_Loewe=-14.0, Synergy_HSA=-7.66. (7) Drug 1: CC1=CC=C(C=C1)C2=CC(=NN2C3=CC=C(C=C3)S(=O)(=O)N)C(F)(F)F. Drug 2: C(CC(=O)O)C(=O)CN.Cl. Cell line: IGROV1. Synergy scores: CSS=5.19, Synergy_ZIP=-1.01, Synergy_Bliss=0.278, Synergy_Loewe=0.529, Synergy_HSA=0.107. (8) Drug 1: CNC(=O)C1=CC=CC=C1SC2=CC3=C(C=C2)C(=NN3)C=CC4=CC=CC=N4. Drug 2: COC1=NC(=NC2=C1N=CN2C3C(C(C(O3)CO)O)O)N. Cell line: DU-145. Synergy scores: CSS=-4.77, Synergy_ZIP=1.95, Synergy_Bliss=-0.780, Synergy_Loewe=-3.89, Synergy_HSA=-3.87.